This data is from Full USPTO retrosynthesis dataset with 1.9M reactions from patents (1976-2016). The task is: Predict the reactants needed to synthesize the given product. (1) The reactants are: [OH:1][C:2]1[CH:11]=[C:10]2[C:5]([C:6]([NH:12][C:13]3[CH:14]=[C:15]4[C:19](=[CH:20][CH:21]=3)[NH:18][C:17]([CH3:22])=[CH:16]4)=[N:7][CH:8]=[N:9]2)=[CH:4][C:3]=1[O:23][CH3:24].[CH3:25][N:26]1[CH:30]=[N:29][N:28]=[C:27]1[S:31][CH2:32][CH2:33][CH2:34]O. Given the product [CH3:24][O:23][C:3]1[CH:4]=[C:5]2[C:10](=[CH:11][C:2]=1[O:1][CH2:34][CH2:33][CH2:32][S:31][C:27]1[N:26]([CH3:25])[CH:30]=[N:29][N:28]=1)[N:9]=[CH:8][N:7]=[C:6]2[NH:12][C:13]1[CH:14]=[C:15]2[C:19](=[CH:20][CH:21]=1)[NH:18][C:17]([CH3:22])=[CH:16]2, predict the reactants needed to synthesize it. (2) The reactants are: [C:12]([O:11][C:9](O[C:9]([O:11][C:12]([CH3:15])([CH3:14])[CH3:13])=[O:10])=[O:10])([CH3:15])([CH3:14])[CH3:13].Cl.[NH:17]1[CH2:21][CH2:20][C@@H:19]([OH:22])[CH2:18]1.C(N(CC)CC)C. Given the product [OH:22][C@@H:19]1[CH2:20][CH2:21][N:17]([C:9]([O:11][C:12]([CH3:13])([CH3:14])[CH3:15])=[O:10])[CH2:18]1, predict the reactants needed to synthesize it.